Dataset: Reaction yield outcomes from USPTO patents with 853,638 reactions. Task: Predict the reaction yield, written as a fraction of the theoretical maximum amount of product (1.0 means a 100% yield; for example, 0.34 means a 34% yield). The reactants are [N:1]1([C:7](Cl)=[O:8])[CH2:6][CH2:5][CH2:4][CH2:3][CH2:2]1.FC(F)(F)C(O)=O.[Cl:17][C:18]1[CH:19]=[C:20]([S:24]([N:27]2[CH2:43][CH2:42][C:30]3([N:34]=[C:33]([CH:35]4[CH2:40][CH2:39][CH2:38][NH:37][CH2:36]4)[NH:32][C:31]3=[O:41])[CH2:29][CH2:28]2)(=[O:26])=[O:25])[CH:21]=[CH:22][CH:23]=1. The catalyst is ClCCl. The product is [Cl:17][C:18]1[CH:19]=[C:20]([S:24]([N:27]2[CH2:43][CH2:42][C:30]3([N:34]=[C:33]([CH:35]4[CH2:40][CH2:39][CH2:38][N:37]([C:7]([N:1]5[CH2:6][CH2:5][CH2:4][CH2:3][CH2:2]5)=[O:8])[CH2:36]4)[NH:32][C:31]3=[O:41])[CH2:29][CH2:28]2)(=[O:26])=[O:25])[CH:21]=[CH:22][CH:23]=1. The yield is 0.150.